This data is from Reaction yield outcomes from USPTO patents with 853,638 reactions. The task is: Predict the reaction yield, written as a fraction of the theoretical maximum amount of product (1.0 means a 100% yield; for example, 0.34 means a 34% yield). (1) The reactants are [Cl:1][C:2]1[C:3]([CH3:23])=[C:4]([C:13]2[CH:14]=[N:15][N:16](C(OCC)C)[CH:17]=2)[C:5]([O:11][CH3:12])=[C:6]([C:8](=[O:10])[CH3:9])[CH:7]=1.Cl.O. The yield is 0.750. The catalyst is O1CCCC1. The product is [Cl:1][C:2]1[C:3]([CH3:23])=[C:4]([C:13]2[CH:17]=[N:16][NH:15][CH:14]=2)[C:5]([O:11][CH3:12])=[C:6]([C:8](=[O:10])[CH3:9])[CH:7]=1. (2) The reactants are [CH3:1][C:2]([C:4]#[CH:5])=[CH2:3].[Li]CCCC.[CH:11](=[O:18])[C:12]1[CH:17]=[CH:16][CH:15]=[CH:14][CH:13]=1. No catalyst specified. The product is [CH3:3][C:2](=[CH2:1])[C:4]#[C:5][CH:11]([C:12]1[CH:17]=[CH:16][CH:15]=[CH:14][CH:13]=1)[OH:18]. The yield is 0.939. (3) The reactants are [CH3:1][Si:2]([CH3:35])([CH3:34])[CH2:3][CH2:4][O:5][CH2:6][N:7]1[C:11]2[N:12]=[CH:13][N:14]=[C:15]([C:16]3[CH:17]=[N:18][N:19]([CH:21]([CH2:28][C:29](OCC)=[O:30])[CH2:22][C:23](OCC)=[O:24])[CH:20]=3)[C:10]=2[CH:9]=[CH:8]1.[AlH4-].[Li+]. The catalyst is C1COCC1. The product is [CH3:35][Si:2]([CH3:1])([CH3:34])[CH2:3][CH2:4][O:5][CH2:6][N:7]1[C:11]2[N:12]=[CH:13][N:14]=[C:15]([C:16]3[CH:17]=[N:18][N:19]([CH:21]([CH2:22][CH2:23][OH:24])[CH2:28][CH2:29][OH:30])[CH:20]=3)[C:10]=2[CH:9]=[CH:8]1. The yield is 0.760. (4) The reactants are Br.[NH:2]([C:4]1[CH:9]=[CH:8][N:7]=[N:6][CH:5]=1)[NH2:3].O=[C:11]1[CH2:15][CH2:14][CH2:13][CH:12]1[C:16]#[N:17]. The catalyst is CCO. The product is [N:7]1[CH:8]=[CH:9][C:4]([N:2]2[C:16]([NH2:17])=[C:12]3[CH2:13][CH2:14][CH2:15][C:11]3=[N:3]2)=[CH:5][N:6]=1. The yield is 0.920.